This data is from Forward reaction prediction with 1.9M reactions from USPTO patents (1976-2016). The task is: Predict the product of the given reaction. The product is: [F:34][C:35]1[CH:40]=[CH:39][CH:38]=[CH:37][C:36]=1[C:14]1[N:19]=[C:18]2[N:20]([CH2:23][C:24]3[CH:25]=[C:26]4[C:31](=[CH:32][CH:33]=3)[N:30]=[CH:29][CH:28]=[CH:27]4)[N:21]=[N:22][C:17]2=[N:16][CH:15]=1. Given the reactants COCCOC.C([O-])([O-])=O.[Na+].[Na+].Br[C:14]1[N:19]=[C:18]2[N:20]([CH2:23][C:24]3[CH:25]=[C:26]4[C:31](=[CH:32][CH:33]=3)[N:30]=[CH:29][CH:28]=[CH:27]4)[N:21]=[N:22][C:17]2=[N:16][CH:15]=1.[F:34][C:35]1[CH:40]=[CH:39][CH:38]=[CH:37][C:36]=1B(O)O, predict the reaction product.